Dataset: Full USPTO retrosynthesis dataset with 1.9M reactions from patents (1976-2016). Task: Predict the reactants needed to synthesize the given product. (1) Given the product [CH2:1]([O:3][C:4](=[O:28])[CH2:5][N:6]([CH2:22][C:23]([O:24][CH2:25][CH3:26])=[O:27])[C:7]1[CH:8]=[C:9]([C:14]2[S:15][CH:16]=[C:17]([C:19]([NH2:29])=[O:21])[N:18]=2)[CH:10]=[CH:11][C:12]=1[CH3:13])[CH3:2], predict the reactants needed to synthesize it. The reactants are: [CH2:1]([O:3][C:4](=[O:28])[CH2:5][N:6]([CH2:22][C:23](=[O:27])[O:24][CH2:25][CH3:26])[C:7]1[CH:8]=[C:9]([C:14]2[S:15][CH:16]=[C:17]([C:19]([OH:21])=O)[N:18]=2)[CH:10]=[CH:11][C:12]=1[CH3:13])[CH3:2].[N:29]1C2C(=NC=CC=2)N(O)N=1.CCN=C=NCCCN(C)C.N. (2) Given the product [CH2:1]([O:8][C:9]([N:11]1[CH2:16][CH2:15][CH:14]([C:17](=[O:26])[NH:18][C:19]2[CH:24]=[C:23]([C:36]3[CH:37]=[CH:38][CH:39]=[CH:40][C:35]=3[O:34][CH2:27][C:28]3[CH:29]=[CH:30][CH:31]=[CH:32][CH:33]=3)[N:22]=[CH:21][N:20]=2)[CH2:13][CH2:12]1)=[O:10])[C:2]1[CH:7]=[CH:6][CH:5]=[CH:4][CH:3]=1, predict the reactants needed to synthesize it. The reactants are: [CH2:1]([O:8][C:9]([N:11]1[CH2:16][CH2:15][CH:14]([C:17](=[O:26])[NH:18][C:19]2[CH:24]=[C:23](Cl)[N:22]=[CH:21][N:20]=2)[CH2:13][CH2:12]1)=[O:10])[C:2]1[CH:7]=[CH:6][CH:5]=[CH:4][CH:3]=1.[CH2:27]([O:34][C:35]1[CH:40]=[CH:39][CH:38]=[CH:37][C:36]=1B(O)O)[C:28]1[CH:33]=[CH:32][CH:31]=[CH:30][CH:29]=1.C1(P(C2C=CC=CC=2)C2C=CC=CC=2)C=CC=CC=1. (3) Given the product [C:52]([C@@H:6]1[CH2:11][CH2:10][C@H:9]([C:12]2[CH:20]=[CH:19][C:18]([NH:21][C:22]3[C:27]([C:28]([F:30])([F:29])[F:31])=[CH:26][N:25]=[C:24]([NH:32][C:33]4[CH:38]=[CH:37][C:36]([CH2:39][P:40](=[O:41])([O:42][CH2:43][CH3:44])[O:45][CH2:46][CH3:47])=[CH:35][C:34]=4[O:48][CH3:49])[N:23]=3)=[C:17]3[C:13]=2[CH2:14][N:15]([CH3:51])[C:16]3=[O:50])[CH2:8][CH2:7]1)#[N:53], predict the reactants needed to synthesize it. The reactants are: CS(O[C@H:6]1[CH2:11][CH2:10][C@H:9]([C:12]2[CH:20]=[CH:19][C:18]([NH:21][C:22]3[C:27]([C:28]([F:31])([F:30])[F:29])=[CH:26][N:25]=[C:24]([NH:32][C:33]4[CH:38]=[CH:37][C:36]([CH2:39][P:40]([O:45][CH2:46][CH3:47])([O:42][CH2:43][CH3:44])=[O:41])=[CH:35][C:34]=4[O:48][CH3:49])[N:23]=3)=[C:17]3[C:13]=2[CH2:14][N:15]([CH3:51])[C:16]3=[O:50])[CH2:8][CH2:7]1)(=O)=O.[CH3:52][N:53](C=O)C. (4) Given the product [CH2:1]([O:11][CH2:25][CH:24]1[CH2:26][CH2:27][CH2:21][CH:22]=[CH:23]1)[CH2:2][CH2:3][CH2:4][CH2:5][CH2:6][CH2:7][CH2:8][CH2:9][CH3:10], predict the reactants needed to synthesize it. The reactants are: [CH2:1]([OH:11])[CH2:2][CH2:3][CH2:4][CH2:5][CH2:6][CH2:7][CH2:8][CH2:9][CH3:10].CS(C)=O.[H-].[Na+].S(OCC1CCC=CC1)([C:21]1[CH:27]=[CH:26][C:24]([CH3:25])=[CH:23][CH:22]=1)(=O)=O.